From a dataset of Reaction yield outcomes from USPTO patents with 853,638 reactions. Predict the reaction yield, written as a fraction of the theoretical maximum amount of product (1.0 means a 100% yield; for example, 0.34 means a 34% yield). (1) The reactants are [Cl:1][C:2]1[CH:3]=[C:4]([CH:8]=[CH:9][CH:10]=1)[C:5](=[NH:7])[NH2:6].O=[C:12]1[CH2:16][CH2:15][S:14][CH:13]1[C:17](OC)=[O:18].C[O-].[Na+]. The catalyst is C(O)C. The product is [Cl:1][C:2]1[CH:3]=[C:4]([C:5]2[N:6]=[C:17]([OH:18])[C:13]3[S:14][CH2:15][CH2:16][C:12]=3[N:7]=2)[CH:8]=[CH:9][CH:10]=1. The yield is 0.230. (2) The reactants are C([Mg]Cl)(C)C.C(O[C:9]([C:11]1[C:12]([CH2:23][O:24][CH:25]2[CH2:30][CH2:29][CH2:28][CH2:27][O:26]2)=[N:13][O:14][C:15]=1[C:16]1[CH:21]=[CH:20][CH:19]=[CH:18][C:17]=1[Cl:22])=[O:10])C.Cl.[CH3:32][NH:33][O:34][CH3:35]. The catalyst is C1COCC1. The product is [CH3:35][O:34][N:33]([CH3:32])[C:9]([C:11]1[C:12]([CH2:23][O:24][CH:25]2[CH2:30][CH2:29][CH2:28][CH2:27][O:26]2)=[N:13][O:14][C:15]=1[C:16]1[CH:21]=[CH:20][CH:19]=[CH:18][C:17]=1[Cl:22])=[O:10]. The yield is 0.520. (3) The reactants are P12(SP3(SP(SP(S3)(S1)=S)(=S)S2)=S)=[S:2].C([O-])([O-])=O.[Na+].[Na+].[Cl:21][C:22]1[CH:27]=[CH:26][C:25]([C:28]2[C:34]3[CH:35]=[C:36]([O:39][CH3:40])[CH:37]=[CH:38][C:33]=3[NH:32][C:31](=O)[C@H:30]([CH2:42][C:43]([O:45][CH3:46])=[O:44])[N:29]=2)=[CH:24][CH:23]=1. The catalyst is ClCCCl. The yield is 0.980. The product is [Cl:21][C:22]1[CH:27]=[CH:26][C:25]([C:28]2[C:34]3[CH:35]=[C:36]([O:39][CH3:40])[CH:37]=[CH:38][C:33]=3[NH:32][C:31](=[S:2])[C@H:30]([CH2:42][C:43]([O:45][CH3:46])=[O:44])[N:29]=2)=[CH:24][CH:23]=1. (4) The reactants are [OH:1][CH:2]1[CH:7]([NH:8][C:9](=[O:16])[C:10]2[CH:15]=[CH:14][CH:13]=[CH:12][N:11]=2)[CH:6]([CH3:17])[CH2:5][N:4]([C:18]([O:20][CH2:21][C:22]2[CH:27]=[CH:26][CH:25]=[CH:24][CH:23]=2)=[O:19])[CH2:3]1.CC(OI1(OC(C)=O)(OC(C)=O)OC(=O)C2C=CC=CC1=2)=O. The catalyst is C(Cl)Cl. The product is [CH3:17][CH:6]1[CH:7]([NH:8][C:9](=[O:16])[C:10]2[CH:15]=[CH:14][CH:13]=[CH:12][N:11]=2)[C:2](=[O:1])[CH2:3][N:4]([C:18]([O:20][CH2:21][C:22]2[CH:27]=[CH:26][CH:25]=[CH:24][CH:23]=2)=[O:19])[CH2:5]1. The yield is 0.940. (5) The reactants are [F:1][CH2:2][CH2:3][N:4]1[CH2:9][CH2:8][N:7]([CH:10]2[CH2:15][CH2:14][N:13]([C:16]3[CH:21]=[CH:20][C:19]([N+:22]([O-])=O)=[C:18]([O:25][CH3:26])[CH:17]=3)[CH2:12][CH2:11]2)[CH2:6][CH2:5]1.[BH4-].[Na+]. The catalyst is O1CCCC1.CO.[Ni+2]. The product is [F:1][CH2:2][CH2:3][N:4]1[CH2:9][CH2:8][N:7]([CH:10]2[CH2:15][CH2:14][N:13]([C:16]3[CH:21]=[CH:20][C:19]([NH2:22])=[C:18]([O:25][CH3:26])[CH:17]=3)[CH2:12][CH2:11]2)[CH2:6][CH2:5]1. The yield is 0.920. (6) The reactants are [C:1]([O:5][C:6]([N:8]([CH2:26][C:27]([O:29][C:30]([CH3:33])([CH3:32])[CH3:31])=[O:28])[C:9]1[CH:14]=[CH:13][CH:12]=[C:11]([CH2:15][NH:16][S:17]([C:20]2[CH:21]=[N:22][CH:23]=[CH:24][CH:25]=2)(=[O:19])=[O:18])[N:10]=1)=[O:7])([CH3:4])([CH3:3])[CH3:2].S1C=CN=C1C1C=CC(CNS(C2C=NC=CC=2)(=O)=O)=CC=1.[S:56]1[C:60]([CH2:61]O)=[CH:59][C:58]2[CH:63]=[CH:64][CH:65]=[CH:66][C:57]1=2. No catalyst specified. The product is [S:56]1[C:60]([CH2:61][CH:15]([NH:16][S:17]([C:20]2[CH:21]=[N:22][CH:23]=[CH:24][CH:25]=2)(=[O:19])=[O:18])[C:11]2[N:10]=[C:9]([N:8]([CH2:26][C:27]([O:29][C:30]([CH3:33])([CH3:32])[CH3:31])=[O:28])[C:6]([O:5][C:1]([CH3:4])([CH3:3])[CH3:2])=[O:7])[CH:14]=[CH:13][CH:12]=2)=[CH:59][C:58]2[CH:63]=[CH:64][CH:65]=[CH:66][C:57]1=2. The yield is 0.930. (7) The reactants are [Cl:1][C:2]1[CH:3]=[CH:4][C:5]([O:17][CH2:18][C:19]2[CH:24]=[CH:23][C:22]([Cl:25])=[CH:21][CH:20]=2)=[C:6]([CH:16]=1)[CH2:7][N:8]1[C:12]([CH3:13])=[CH:11][C:10]([CH2:14][OH:15])=[N:9]1.CC(OI1(OC(C)=O)(OC(C)=O)OC(=O)C2C=CC=CC1=2)=O. The catalyst is C(Cl)Cl. The product is [Cl:1][C:2]1[CH:3]=[CH:4][C:5]([O:17][CH2:18][C:19]2[CH:20]=[CH:21][C:22]([Cl:25])=[CH:23][CH:24]=2)=[C:6]([CH:16]=1)[CH2:7][N:8]1[C:12]([CH3:13])=[CH:11][C:10]([CH:14]=[O:15])=[N:9]1. The yield is 0.640.